This data is from Catalyst prediction with 721,799 reactions and 888 catalyst types from USPTO. The task is: Predict which catalyst facilitates the given reaction. (1) Reactant: [Cl:1][C:2]1[CH:18]=[CH:17][C:5]2[CH2:6][CH2:7][N:8]([C:11](=[O:16])[C:12]([F:15])([F:14])[F:13])[CH2:9][CH2:10][C:4]=2[C:3]=1OS(C(F)(F)F)(=O)=O.[CH3:27][C:28]([CH3:42])([CH3:41])[CH2:29][C:30]([C:32]1[CH:39]=[CH:38][C:35]([CH2:36][NH2:37])=[C:34]([F:40])[CH:33]=1)=[O:31].C1C=CC(P(C2C(C3C(P(C4C=CC=CC=4)C4C=CC=CC=4)=CC=C4C=3C=CC=C4)=C3C(C=CC=C3)=CC=2)C2C=CC=CC=2)=CC=1.C(=O)([O-])[O-].[Cs+].[Cs+]. Product: [Cl:1][C:2]1[CH:18]=[CH:17][C:5]2[CH2:6][CH2:7][N:8]([C:11](=[O:16])[C:12]([F:13])([F:15])[F:14])[CH2:9][CH2:10][C:4]=2[C:3]=1[NH:37][CH2:36][C:35]1[CH:38]=[CH:39][C:32]([C:30](=[O:31])[CH2:29][C:28]([CH3:42])([CH3:41])[CH3:27])=[CH:33][C:34]=1[F:40]. The catalyst class is: 101. (2) Reactant: [CH2:1]([O:8][C:9]1[CH:10]=[C:11]([C:15]([OH:25])([C:19]2[CH:24]=[CH:23][CH:22]=[CH:21][CH:20]=2)[C:16]([OH:18])=[O:17])[CH:12]=[CH:13][CH:14]=1)[C:2]1[CH:7]=[CH:6][CH:5]=[CH:4][CH:3]=1.C(=O)([O-])[O-].[K+].[K+].S(O[CH2:43][CH:44]1[CH2:49][CH2:48][N:47]([C:50]([O:52][C:53]([CH3:56])([CH3:55])[CH3:54])=[O:51])[CH2:46][CH2:45]1)(C1C=CC(C)=CC=1)(=O)=O. Product: [CH2:1]([O:8][C:9]1[CH:10]=[C:11]([C:15]([OH:25])([C:19]2[CH:20]=[CH:21][CH:22]=[CH:23][CH:24]=2)[C:16]([O:18][CH2:43][CH:44]2[CH2:49][CH2:48][N:47]([C:50]([O:52][C:53]([CH3:54])([CH3:56])[CH3:55])=[O:51])[CH2:46][CH2:45]2)=[O:17])[CH:12]=[CH:13][CH:14]=1)[C:2]1[CH:3]=[CH:4][CH:5]=[CH:6][CH:7]=1. The catalyst class is: 39. (3) Reactant: [Cl:1][C:2]1[N:7]=[C:6]([NH:8][C@@H:9]([C:12]([CH3:15])([CH3:14])[CH3:13])[CH2:10][OH:11])[C:5]([F:16])=[CH:4][N:3]=1.C(N(CC)CC)C.[CH3:24][S:25](Cl)(=[O:27])=[O:26]. Product: [CH3:24][S:25]([O:11][CH2:10][C@@H:9]([NH:8][C:6]1[C:5]([F:16])=[CH:4][N:3]=[C:2]([Cl:1])[N:7]=1)[C:12]([CH3:13])([CH3:15])[CH3:14])(=[O:27])=[O:26]. The catalyst class is: 4. (4) Reactant: [CH:1]12[CH2:10][CH:5]3[CH2:6][CH:7]([CH2:9][CH:3]([CH2:4]3)[CH2:2]1)[CH2:8]2.[OH:11]N1C(=O)N(O)C(=O)N(O)[C:13]1=[O:22].[O:23]=O. Product: [CH:1]12[CH2:10][CH:5]3[CH2:6][CH:7]([CH2:9][CH:3]([CH2:4]3)[C:2]1=[O:11])[CH2:8]2.[C:13]12([OH:22])[CH2:9][CH:3]3[CH2:4][CH:5]([CH2:10][CH:1]([CH2:2]3)[CH2:8]1)[CH2:6]2.[C:13]12([OH:22])[CH2:9][CH:7]3[CH2:6][CH:5]([CH2:10][C:1]([OH:23])([CH2:8]3)[CH2:2]1)[CH2:4]2. The catalyst class is: 15. (5) Reactant: [NH2:1][C:2]1[C:7]([C:8]([OH:11])([CH3:10])[CH3:9])=[CH:6][CH:5]=[CH:4][N:3]=1.[C:12](N1C=CN=C1)(N1C=CN=C1)=[O:13]. Product: [CH3:10][C:8]1([CH3:9])[O:11][C:12](=[O:13])[NH:1][C:2]2[N:3]=[CH:4][CH:5]=[CH:6][C:7]1=2. The catalyst class is: 7. (6) Reactant: [CH3:1][O:2][C:3]1[CH:4]=[C:5]([CH2:9][C:10]([C:12]2[CH:13]=[N:14][CH:15]=[CH:16][CH:17]=2)=O)[CH:6]=[CH:7][CH:8]=1.[CH2:18]([O:20][C:21]1[C:22]([OH:32])=[C:23]([CH:27]=[C:28]([CH:30]=O)[CH:29]=1)[C:24]([OH:26])=[O:25])[CH3:19].[NH2:33][C:34]([NH2:36])=[O:35].Cl. Product: [CH2:18]([O:20][C:21]1[C:22]([OH:32])=[C:23]([CH:27]=[C:28]([CH:30]2[C:9]([C:5]3[CH:6]=[CH:7][CH:8]=[C:3]([O:2][CH3:1])[CH:4]=3)=[C:10]([C:12]3[CH:13]=[N:14][CH:15]=[CH:16][CH:17]=3)[NH:36][C:34](=[O:35])[NH:33]2)[CH:29]=1)[C:24]([OH:26])=[O:25])[CH3:19]. The catalyst class is: 8.